Dataset: Forward reaction prediction with 1.9M reactions from USPTO patents (1976-2016). Task: Predict the product of the given reaction. (1) The product is: [CH2:10]([O:9][C:7]([C:3]1[NH:4][CH:5]=[C:6]2[CH:27]([C:25]3[O:26][C:22]([S:21][C:13]4[NH:14][C:15]5[CH:16]=[N:17][CH:18]=[CH:19][C:20]=5[N:12]=4)=[CH:23][CH:24]=3)[C:30]3[C:31](=[O:35])[CH2:32][CH2:33][CH2:34][C:29]=3[NH:1][C:2]=12)=[O:8])[CH3:11]. Given the reactants [NH2:1][C:2]1[CH:6]=[CH:5][NH:4][C:3]=1[C:7]([O:9][CH2:10][CH3:11])=[O:8].[N:12]1[C:20]2[CH:19]=[CH:18][N:17]=[CH:16][C:15]=2[NH:14][C:13]=1[S:21][C:22]1[O:26][C:25]([CH:27]=O)=[CH:24][CH:23]=1.[C:29]1(=O)[CH2:34][CH2:33][CH2:32][C:31](=[O:35])[CH2:30]1, predict the reaction product. (2) Given the reactants [Cl:1][C:2]1[CH:7]=[CH:6][C:5](B(O)O)=[CH:4][CH:3]=1.Cl[C:12]1[N:17]=[CH:16][C:15]([O:18][CH3:19])=[CH:14][N:13]=1.C(=O)([O-])[O-].[K+].[K+], predict the reaction product. The product is: [Cl:1][C:2]1[CH:7]=[CH:6][C:5]([C:12]2[N:17]=[CH:16][C:15]([O:18][CH3:19])=[CH:14][N:13]=2)=[CH:4][CH:3]=1. (3) Given the reactants [Br:1][C:2]1[CH:3]=[C:4]([CH3:9])[CH:5]=[CH:6][C:7]=1[NH2:8].[C:10]([O:14][C:15](O[C:15]([O:14][C:10]([CH3:13])([CH3:12])[CH3:11])=[O:16])=[O:16])([CH3:13])([CH3:12])[CH3:11], predict the reaction product. The product is: [Br:1][C:2]1[CH:3]=[C:4]([CH3:9])[CH:5]=[CH:6][C:7]=1[N:8]([C:15]([O:14][C:10]([CH3:13])([CH3:12])[CH3:11])=[O:16])[C:15]([O:14][C:10]([CH3:13])([CH3:12])[CH3:11])=[O:16]. (4) Given the reactants [C:1]1([CH3:28])[CH:6]=[CH:5][CH:4]=[CH:3][C:2]=1[C:7]1[CH:8]=[C:9]2[C:14](=[CH:15][CH:16]=1)[N:13]=[C:12]([N:17]1[CH:21]=[C:20]([C:22]([O:24]CC)=[O:23])[CH:19]=[N:18]1)[NH:11][C:10]2=O.[CH2:29]([NH:31][CH3:32])[CH3:30], predict the reaction product. The product is: [CH2:29]([N:31]([CH3:32])[C:10]1[C:9]2[C:14](=[CH:15][CH:16]=[C:7]([C:2]3[CH:3]=[CH:4][CH:5]=[CH:6][C:1]=3[CH3:28])[CH:8]=2)[N:13]=[C:12]([N:17]2[CH:21]=[C:20]([C:22]([OH:24])=[O:23])[CH:19]=[N:18]2)[N:11]=1)[CH3:30]. (5) Given the reactants C1C2C(COC([NH:18][C@:19]34[CH2:55][CH2:54][C@@H:53]([CH:56]([CH3:59])[CH2:57][OH:58])[C@@H:20]3[C@@H:21]3[C@@:34]([CH3:37])([CH2:35][CH2:36]4)[C@@:33]4([CH3:38])[C@@H:24]([C@:25]5([CH3:52])[C@@H:30]([CH2:31][CH2:32]4)[C:29]([CH3:40])([CH3:39])[C:28]([C:41]4[CH:50]=[CH:49][C:44]([C:45]([O:47][CH3:48])=[O:46])=[C:43]([F:51])[CH:42]=4)=[CH:27][CH2:26]5)[CH2:23][CH2:22]3)=O)C3C(=CC=CC=3)C=2C=CC=1.N1CCCCC1, predict the reaction product. The product is: [NH2:18][C@:19]12[CH2:55][CH2:54][C@@H:53]([CH:56]([CH3:59])[CH2:57][OH:58])[C@@H:20]1[C@@H:21]1[C@@:34]([CH3:37])([CH2:35][CH2:36]2)[C@@:33]2([CH3:38])[C@@H:24]([C@:25]3([CH3:52])[C@@H:30]([CH2:31][CH2:32]2)[C:29]([CH3:39])([CH3:40])[C:28]([C:41]2[CH:50]=[CH:49][C:44]([C:45]([O:47][CH3:48])=[O:46])=[C:43]([F:51])[CH:42]=2)=[CH:27][CH2:26]3)[CH2:23][CH2:22]1. (6) Given the reactants [N:1]1[CH:6]=[CH:5][CH:4]=[C:3]([C:7]2[CH:8]=[C:9]([CH:11]=[CH:12][CH:13]=2)[NH2:10])[CH:2]=1.N1C=CC=CC=1.[C:20]1([C:33](Cl)=[O:34])[C:32]2[CH2:31][C:30]3[C:25](=[CH:26][CH:27]=[CH:28][CH:29]=3)[C:24]=2[CH:23]=[CH:22][CH:21]=1, predict the reaction product. The product is: [N:1]1[CH:6]=[CH:5][CH:4]=[C:3]([C:7]2[CH:8]=[C:9]([NH:10][C:33]([C:20]3[C:32]4[CH2:31][C:30]5[C:25](=[CH:26][CH:27]=[CH:28][CH:29]=5)[C:24]=4[CH:23]=[CH:22][CH:21]=3)=[O:34])[CH:11]=[CH:12][CH:13]=2)[CH:2]=1. (7) Given the reactants [Cl:1][C:2]1[CH:3]=[CH:4][C:5]([O:20][C:21]2[CH:26]=[C:25]([F:27])[C:24]([S:28](=[O:47])(=[O:46])[N:29]([CH2:35][C:36]3[CH:41]=[CH:40][C:39]([O:42][CH3:43])=[CH:38][C:37]=3[O:44][CH3:45])[C:30]3[S:31][CH:32]=[CH:33][N:34]=3)=[CH:23][C:22]=2[Cl:48])=[C:6]([CH2:8][CH2:9][CH2:10][N:11]([CH2:17][C:18]#[CH:19])[CH2:12][C:13]([O:15]C)=[O:14])[CH:7]=1.O.[OH-].[Li+].O.Cl, predict the reaction product. The product is: [Cl:1][C:2]1[CH:3]=[CH:4][C:5]([O:20][C:21]2[CH:26]=[C:25]([F:27])[C:24]([S:28](=[O:46])(=[O:47])[N:29]([CH2:35][C:36]3[CH:41]=[CH:40][C:39]([O:42][CH3:43])=[CH:38][C:37]=3[O:44][CH3:45])[C:30]3[S:31][CH:32]=[CH:33][N:34]=3)=[CH:23][C:22]=2[Cl:48])=[C:6]([CH2:8][CH2:9][CH2:10][N:11]([CH2:17][C:18]#[CH:19])[CH2:12][C:13]([OH:15])=[O:14])[CH:7]=1.